This data is from Experimentally validated miRNA-target interactions with 360,000+ pairs, plus equal number of negative samples. The task is: Binary Classification. Given a miRNA mature sequence and a target amino acid sequence, predict their likelihood of interaction. The miRNA is hsa-miR-4441 with sequence ACAGGGAGGAGAUUGUA. The protein sequence of the target gene is MLKAVLKKSREGGKGGKKEAGSDFGPETSPVLHLDHSADSPVSSLPTAEDTYRVSLAKGVSMSLPSSPLLPRQSHLVQSRVNKKSPGPVRKPKYVESPRVPGDAVIMPFREVAKPTEPDEHEAKADNEPSCSPAAQELLTRLGFLLGEGIPSATHITIEDKNETMCTALSQGISPCSTLTSSTASPSTDSPCSTLNSCVSKTAANKSPCETISSPSSTLESKDSGIIATITSSSENDDRSGSSLEWNKDGNLRLGVQKGVLHDRRADNCSPVAEEETTGSAESTLPKAESSAGDGPVPYS.... Result: 0 (no interaction).